From a dataset of Reaction yield outcomes from USPTO patents with 853,638 reactions. Predict the reaction yield, written as a fraction of the theoretical maximum amount of product (1.0 means a 100% yield; for example, 0.34 means a 34% yield). (1) The yield is 0.790. The product is [CH2:1]([C:3]1[C:4]([N:14]2[CH2:15][CH2:16][CH:17]([CH2:20][CH2:21][S:22]([CH3:25])(=[O:24])=[O:23])[CH2:18][CH2:19]2)=[CH:5][C:6]([O:12][CH3:13])=[C:7]([CH:8]=1)[NH2:9])[CH3:2]. The catalyst is CCOC(C)=O.[Pt]. The reactants are [CH2:1]([C:3]1[CH:8]=[C:7]([N+:9]([O-])=O)[C:6]([O:12][CH3:13])=[CH:5][C:4]=1[N:14]1[CH2:19][CH2:18][CH:17]([CH2:20][CH2:21][S:22]([CH3:25])(=[O:24])=[O:23])[CH2:16][CH2:15]1)[CH3:2]. (2) The reactants are [Cl:1][C:2]1[CH:24]=[C:23]([Cl:25])[CH:22]=[CH:21][C:3]=1[CH2:4][O:5][C:6]1[CH:11]=[C:10]([O:12][CH:13]([CH3:15])[CH3:14])[CH:9]=[CH:8][C:7]=1[CH2:16][CH2:17][C:18]([OH:20])=O.[CH2:26]([S:31]([NH2:34])(=[O:33])=[O:32])[CH2:27][CH2:28][CH2:29][CH3:30].N12CCCN=C1CCCCC2. The catalyst is O1CCCC1. The product is [Cl:1][C:2]1[CH:24]=[C:23]([Cl:25])[CH:22]=[CH:21][C:3]=1[CH2:4][O:5][C:6]1[CH:11]=[C:10]([O:12][CH:13]([CH3:15])[CH3:14])[CH:9]=[CH:8][C:7]=1[CH2:16][CH2:17][C:18]([NH:34][S:31]([CH2:26][CH2:27][CH2:28][CH2:29][CH3:30])(=[O:33])=[O:32])=[O:20]. The yield is 0.520. (3) The reactants are [CH3:1][C:2]1([CH3:22])[CH:6]([C:7]2[CH:12]=[CH:11][C:10]([CH3:13])=[CH:9][CH:8]=2)[C:5]2[C:14]([CH3:21])=[C:15]([NH2:20])[C:16]([CH3:19])=[C:17]([CH3:18])[C:4]=2[O:3]1.[F:23][C:24]1[CH:32]=[CH:31][C:27]([C:28](Cl)=[O:29])=[CH:26][CH:25]=1. The catalyst is C(OCC)(=O)C.CCCCCC. The product is [F:23][C:24]1[CH:32]=[CH:31][C:27]([C:28]([NH:20][C:15]2[C:16]([CH3:19])=[C:17]([CH3:18])[C:4]3[O:3][C:2]([CH3:22])([CH3:1])[CH:6]([C:7]4[CH:8]=[CH:9][C:10]([CH3:13])=[CH:11][CH:12]=4)[C:5]=3[C:14]=2[CH3:21])=[O:29])=[CH:26][CH:25]=1. The yield is 0.430. (4) The reactants are [CH2:1]([N:8]1[CH2:13][CH2:12][N:11]([CH:14]=[O:15])[C@H:10]([CH2:16][OH:17])[CH2:9]1)[C:2]1[CH:7]=[CH:6][CH:5]=[CH:4][CH:3]=1.[H-].[Na+].I[CH3:21]. The catalyst is CN(C=O)C. The product is [CH2:1]([N:8]1[CH2:13][CH2:12][N:11]([CH:14]=[O:15])[C@H:10]([CH2:16][O:17][CH3:21])[CH2:9]1)[C:2]1[CH:7]=[CH:6][CH:5]=[CH:4][CH:3]=1. The yield is 0.690. (5) The reactants are [CH2:1]([C:4]1[CH:5]=[C:6]2[O:12][C:11]([NH:13][C:14]([O:16][C:17]([CH3:20])([CH3:19])[CH3:18])=[O:15])=[C:10]([C:21]([O:23][CH2:24][CH3:25])=[O:22])[C:7]2=[N:8][CH:9]=1)[CH:2]=C.C[N+]1([O-])CC[O:30]CC1.S([O-])([O-])=O.[Na+].[Na+].CC(O)=O. The catalyst is C1COCC1.O.[Os](=O)(=O)(=O)=O. The product is [C:17]([O:16][C:14]([NH:13][C:11]1[O:12][C:6]2[C:7](=[N:8][CH:9]=[C:4]([CH2:1][CH:2]=[O:30])[CH:5]=2)[C:10]=1[C:21]([O:23][CH2:24][CH3:25])=[O:22])=[O:15])([CH3:18])([CH3:19])[CH3:20]. The yield is 0.610. (6) The reactants are [CH:1]([C@H:4]1[CH2:8][O:7][C:6](=[O:9])[N:5]1[C:10]1[CH:15]=[CH:14][N:13]2[N:16]=[CH:17][C:18]([C:19]3[CH:31]=[CH:30][C:22]([C:23]([NH:25][NH:26][C:27](=[S:29])[NH2:28])=O)=[CH:21][CH:20]=3)=[C:12]2[N:11]=1)([CH3:3])[CH3:2].C1C=CC(P(C2C=CC=CC=2)C2C=CC=CC=2)=CC=1.C(N(CC)CC)C.C(Cl)(Cl)(Cl)Cl. The catalyst is ClCCl.CCOC(C)=O. The product is [NH2:28][C:27]1[S:29][C:23]([C:22]2[CH:30]=[CH:31][C:19]([C:18]3[CH:17]=[N:16][N:13]4[CH:14]=[CH:15][C:10]([N:5]5[C@@H:4]([CH:1]([CH3:3])[CH3:2])[CH2:8][O:7][C:6]5=[O:9])=[N:11][C:12]=34)=[CH:20][CH:21]=2)=[N:25][N:26]=1. The yield is 0.0700. (7) The reactants are [N:1]([CH2:4][C@H:5]1[O:9][C@@H:8]([N:10]2[CH:25]=[CH:24][C:14]([NH:15]C(=O)C3C=CC=CC=3)=[N:13][C:11]2=[O:12])[C@H:7]([OH:26])[C@@H:6]1[OH:27])=[N+]=[N-]. The catalyst is N. The product is [NH2:1][CH2:4][C@H:5]1[O:9][C@@H:8]([N:10]2[CH:25]=[CH:24][C:14]([NH2:15])=[N:13][C:11]2=[O:12])[C@H:7]([OH:26])[C@@H:6]1[OH:27]. The yield is 0.970.